Task: Regression/Classification. Given a drug SMILES string, predict its absorption, distribution, metabolism, or excretion properties. Task type varies by dataset: regression for continuous measurements (e.g., permeability, clearance, half-life) or binary classification for categorical outcomes (e.g., BBB penetration, CYP inhibition). Dataset: pampa_ncats.. Dataset: PAMPA (Parallel Artificial Membrane Permeability Assay) permeability data from NCATS (1) The compound is COC1=CC=CC(=C1)C(=O)NC2=CC3=C(C=C2)C(=NC=N3)N4CCOCC4. The result is 1 (high permeability). (2) The molecule is CC1=NOC2=NC=NC(=C12)NCC3=C(C=CC(=C3)OC)OC. The result is 1 (high permeability). (3) The drug is CC1=C(C=CC=C1Cl)N2C(=C(N=N2)C3=NSC(=N3)NC(=O)C4=CC(=CC=C4)OC)C. The result is 1 (high permeability). (4) The molecule is CC(C)C1=CC=CC=C1C2=NC3=C(CNC3)C(=N2)NCC4=CC=C(C=C4)C5=CN=CC=C5. The result is 1 (high permeability). (5) The compound is CC1=NN2CCCN(C2=C1C3=CC=CC=C3C4=CC=CC=C4)CC5=CC=C(C=C5)O. The result is 0 (low-to-moderate permeability). (6) The compound is CCCCC1CCC(CC1)C(=O)NC2=CC=C(C=C2)S(=O)(=O)NC3=NC=CS3. The result is 1 (high permeability). (7) The compound is COC1=CC=CC(=C1O)CN2CCCC(C2)C3=NC(=NC=C3C4=CC=CC=C4)C5=CC=NC=C5. The result is 1 (high permeability). (8) The compound is C1CC(C2=C(C1)C3=C(N2)C=CC(=C3)Cl)NC(=O)C4=CC=NC=C4. The result is 0 (low-to-moderate permeability). (9) The compound is C1=CC=C(C=C1)C2=CSC(=N2)NC(=O)C3=C(C=NC=C3)NS(=O)(=O)C4=C(C=C(C=C4F)F)F. The result is 1 (high permeability). (10) The molecule is C1CN(CCN(C1)C2=CC=C(C=C2)F)CC3[C@H]4[C@@H]3CNC4. The result is 1 (high permeability).